Predict the reactants needed to synthesize the given product. From a dataset of Full USPTO retrosynthesis dataset with 1.9M reactions from patents (1976-2016). (1) Given the product [C:22]([C:20]1[CH:21]=[C:12]([NH:11][C:2]([O:4][C:5]2[CH:10]=[CH:9][CH:8]=[CH:7][CH:6]=2)=[O:3])[C:13]([O:26][CH3:27])=[C:14]([CH:19]=1)[C:15]([O:17][CH3:18])=[O:16])([CH3:25])([CH3:23])[CH3:24], predict the reactants needed to synthesize it. The reactants are: Cl[C:2]([O:4][C:5]1[CH:10]=[CH:9][CH:8]=[CH:7][CH:6]=1)=[O:3].[NH2:11][C:12]1[C:13]([O:26][CH3:27])=[C:14]([CH:19]=[C:20]([C:22]([CH3:25])([CH3:24])[CH3:23])[CH:21]=1)[C:15]([O:17][CH3:18])=[O:16].C([O-])(O)=O.[Na+]. (2) Given the product [Cl:1][C:2]1[CH:23]=[CH:22][C:5]([C:6]([NH:8][C:9]2[CH:14]=[C:13]([N:15]3[CH2:16][CH2:17][O:18][CH2:19][CH2:20]3)[CH:12]=[C:11]([F:21])[CH:10]=2)=[O:7])=[CH:4][C:3]=1[NH:24][C:25]([C:27]1[CH:28]=[N:29][C:30]([N:38]2[CH2:39][CH2:40][N:35]([CH3:34])[CH2:36][CH2:37]2)=[CH:31][CH:32]=1)=[O:26], predict the reactants needed to synthesize it. The reactants are: [Cl:1][C:2]1[CH:23]=[CH:22][C:5]([C:6]([NH:8][C:9]2[CH:14]=[C:13]([N:15]3[CH2:20][CH2:19][O:18][CH2:17][CH2:16]3)[CH:12]=[C:11]([F:21])[CH:10]=2)=[O:7])=[CH:4][C:3]=1[NH:24][C:25]([C:27]1[CH:28]=[N:29][C:30](Cl)=[CH:31][CH:32]=1)=[O:26].[CH3:34][N:35]1[CH2:40][CH2:39][NH:38][CH2:37][CH2:36]1. (3) Given the product [ClH:50].[NH2:8][C@@H:9]1[CH2:14][CH2:13][CH2:12][N:11]([C:15]2[C:20]([CH:21]3[CH2:22][CH2:23]3)=[CH:19][N:18]=[C:17]3[NH:24][CH:25]=[C:26]([NH:27][C:28](=[O:35])[C:29]4[CH:34]=[CH:33][CH:32]=[N:31][CH:30]=4)[C:16]=23)[CH2:10]1, predict the reactants needed to synthesize it. The reactants are: C(OC([NH:8][C@@H:9]1[CH2:14][CH2:13][CH2:12][N:11]([C:15]2[C:20]([CH:21]3[CH2:23][CH2:22]3)=[CH:19][N:18]=[C:17]3[N:24](C(OC(C)(C)C)=O)[CH:25]=[C:26]([NH:27][C:28](=[O:35])[C:29]4[CH:34]=[CH:33][CH:32]=[N:31][CH:30]=4)[C:16]=23)[CH2:10]1)=O)(C)(C)C.C(O)(C(F)(F)F)=O.[ClH:50]. (4) Given the product [F:4][C:5]1[CH:6]=[CH:7][C:8]([C:11]2[CH:16]=[CH:15][C:14]([CH2:17][C:18]([C:20]3[N:21]([S:34]([N:37]([CH3:38])[CH3:39])(=[O:35])=[O:36])[CH:22]=[C:23]([CH2:25][C:26]([CH3:33])([C:29]([F:30])([F:32])[F:31])[CH:27]=[CH2:28])[N:24]=3)([OH:19])[CH3:1])=[CH:13][CH:12]=2)=[N:9][CH:10]=1, predict the reactants needed to synthesize it. The reactants are: [CH3:1][Mg]Br.[F:4][C:5]1[CH:6]=[CH:7][C:8]([C:11]2[CH:16]=[CH:15][C:14]([CH2:17][C:18]([C:20]3[N:21]([S:34]([N:37]([CH3:39])[CH3:38])(=[O:36])=[O:35])[CH:22]=[C:23]([CH2:25][C:26]([CH3:33])([C:29]([F:32])([F:31])[F:30])[CH:27]=[CH2:28])[N:24]=3)=[O:19])=[CH:13][CH:12]=2)=[N:9][CH:10]=1. (5) Given the product [Si:1]([O:8][C:9]1[CH:17]=[C:16]2[C:12]([C:13]([C:18](=[O:27])[CH:19]([NH:33][C:32]3[CH:34]=[CH:35][CH:36]=[C:30]([O:29][CH3:28])[CH:31]=3)[C:20]3[CH:25]=[CH:24][CH:23]=[CH:22][CH:21]=3)=[CH:14][NH:15]2)=[CH:11][CH:10]=1)([C:4]([CH3:7])([CH3:6])[CH3:5])([CH3:3])[CH3:2].[OH:8][C:9]1[CH:17]=[C:16]2[C:12]([C:13]([C:18](=[O:27])[CH:19]([NH:33][C:32]3[CH:34]=[CH:35][CH:36]=[C:30]([O:29][CH3:28])[CH:31]=3)[C:20]3[CH:21]=[CH:22][CH:23]=[CH:24][CH:25]=3)=[CH:14][NH:15]2)=[CH:11][CH:10]=1, predict the reactants needed to synthesize it. The reactants are: [Si:1]([O:8][C:9]1[CH:17]=[C:16]2[C:12]([C:13]([C:18](=[O:27])[CH:19](Cl)[C:20]3[CH:25]=[CH:24][CH:23]=[CH:22][CH:21]=3)=[CH:14][NH:15]2)=[CH:11][CH:10]=1)([C:4]([CH3:7])([CH3:6])[CH3:5])([CH3:3])[CH3:2].[CH3:28][O:29][C:30]1[CH:31]=[C:32]([CH:34]=[CH:35][CH:36]=1)[NH2:33].